Dataset: Reaction yield outcomes from USPTO patents with 853,638 reactions. Task: Predict the reaction yield, written as a fraction of the theoretical maximum amount of product (1.0 means a 100% yield; for example, 0.34 means a 34% yield). The reactants are [CH3:1][S:2]([OH:5])(=[O:4])=[O:3].C([NH:13][C:14]1[CH:19]=[CH:18][C:17]([N+:20]([O-])=O)=[CH:16][C:15]=1[S:23]([NH2:26])(=[O:25])=[O:24])C1C=CC=CC=1.O1CCCC1.[H][H]. The catalyst is [Pd].C(O)C.O. The product is [CH3:1][S:2]([OH:5])(=[O:4])=[O:3].[NH2:13][C:14]1[CH:19]=[CH:18][C:17]([NH2:20])=[CH:16][C:15]=1[S:23]([NH2:26])(=[O:24])=[O:25]. The yield is 0.930.